Dataset: Full USPTO retrosynthesis dataset with 1.9M reactions from patents (1976-2016). Task: Predict the reactants needed to synthesize the given product. (1) Given the product [OH:1][C:36]([CH3:38])([CH3:37])[CH2:35][C@@:6]1([C:40]2[CH:45]=[CH:44][CH:43]=[CH:42][CH:41]=2)[O:4][C:3](=[O:46])[N:9]([C@H:19]([C:21]2[CH:26]=[CH:25][C:24]([C:27]3[CH:32]=[CH:31][N:30]([CH3:33])[C:29](=[O:34])[CH:28]=3)=[CH:23][CH:22]=2)[CH3:20])[CH2:8][CH2:7]1, predict the reactants needed to synthesize it. The reactants are: [OH-:1].[K+].[CH3:3][OH:4].O[C@:6]([C:40]1[CH:45]=[CH:44][CH:43]=[CH:42][CH:41]=1)([CH2:35][C:36](O)([CH3:38])[CH3:37])[CH2:7][CH2:8][N:9]([C@H:19]([C:21]1[CH:26]=[CH:25][C:24]([C:27]2[CH:32]=[CH:31][N:30]([CH3:33])[C:29](=[O:34])[CH:28]=2)=[CH:23][CH:22]=1)[CH3:20])C(=O)OC1C=CC=CC=1.[OH2:46]. (2) Given the product [CH3:21][NH:22][C:1]([C:4]1[CH:5]=[C:6]([CH:17]=[CH:18][CH:19]=1)[O:7][C:8]1[CH:13]=[CH:12][C:11]([N+:14]([O-:16])=[O:15])=[CH:10][CH:9]=1)=[O:2], predict the reactants needed to synthesize it. The reactants are: [C:1]([C:4]1[CH:5]=[C:6]([CH:17]=[CH:18][CH:19]=1)[O:7][C:8]1[CH:13]=[CH:12][C:11]([N+:14]([O-:16])=[O:15])=[CH:10][CH:9]=1)(O)=[O:2].C[CH2:21][N:22]=C=NCCCN(C)C.Cl.CN. (3) Given the product [Br:1][C:2]1[CH:7]=[C:6]([F:8])[CH:5]=[CH:4][C:3]=1[CH:9]1[N:10]=[C:11]([C:22]2[N:26]=[CH:25][N:24]([CH2:27][C:28]([O:30][CH2:31][CH3:32])=[O:29])[N:23]=2)[NH:12][C:13]([CH2:20][N:34]2[CH2:39][CH2:38][O:37][CH:36]([CH2:40][C:41]([OH:43])=[O:42])[CH2:35]2)=[C:14]1[C:15]([O:17][CH2:18][CH3:19])=[O:16], predict the reactants needed to synthesize it. The reactants are: [Br:1][C:2]1[CH:7]=[C:6]([F:8])[CH:5]=[CH:4][C:3]=1[CH:9]1[C:14]([C:15]([O:17][CH2:18][CH3:19])=[O:16])=[C:13]([CH2:20]Br)[NH:12][C:11]([C:22]2[N:26]=[CH:25][N:24]([CH2:27][C:28]([O:30][CH2:31][CH3:32])=[O:29])[N:23]=2)=[N:10]1.Cl.[NH:34]1[CH2:39][CH2:38][O:37][CH:36]([CH2:40][C:41]([OH:43])=[O:42])[CH2:35]1.